From a dataset of NCI-60 drug combinations with 297,098 pairs across 59 cell lines. Regression. Given two drug SMILES strings and cell line genomic features, predict the synergy score measuring deviation from expected non-interaction effect. (1) Drug 1: CC1C(C(=O)NC(C(=O)N2CCCC2C(=O)N(CC(=O)N(C(C(=O)O1)C(C)C)C)C)C(C)C)NC(=O)C3=C4C(=C(C=C3)C)OC5=C(C(=O)C(=C(C5=N4)C(=O)NC6C(OC(=O)C(N(C(=O)CN(C(=O)C7CCCN7C(=O)C(NC6=O)C(C)C)C)C)C(C)C)C)N)C. Drug 2: C1=NC2=C(N1)C(=S)N=CN2. Cell line: NCI/ADR-RES. Synergy scores: CSS=30.3, Synergy_ZIP=-1.24, Synergy_Bliss=3.28, Synergy_Loewe=0.717, Synergy_HSA=2.77. (2) Cell line: A498. Drug 2: CC1CCCC2(C(O2)CC(NC(=O)CC(C(C(=O)C(C1O)C)(C)C)O)C(=CC3=CSC(=N3)C)C)C. Drug 1: COC1=CC(=CC(=C1O)OC)C2C3C(COC3=O)C(C4=CC5=C(C=C24)OCO5)OC6C(C(C7C(O6)COC(O7)C8=CC=CS8)O)O. Synergy scores: CSS=27.5, Synergy_ZIP=0.114, Synergy_Bliss=0.463, Synergy_Loewe=0.901, Synergy_HSA=1.07. (3) Drug 1: C1CN(P(=O)(OC1)NCCCl)CCCl. Drug 2: CC1C(C(CC(O1)OC2CC(CC3=C2C(=C4C(=C3O)C(=O)C5=CC=CC=C5C4=O)O)(C(=O)C)O)N)O. Cell line: KM12. Synergy scores: CSS=29.4, Synergy_ZIP=1.92, Synergy_Bliss=0.147, Synergy_Loewe=-29.0, Synergy_HSA=1.34. (4) Drug 1: CCCCCOC(=O)NC1=NC(=O)N(C=C1F)C2C(C(C(O2)C)O)O. Drug 2: C(CCl)NC(=O)N(CCCl)N=O. Cell line: HOP-62. Synergy scores: CSS=1.12, Synergy_ZIP=2.01, Synergy_Bliss=1.82, Synergy_Loewe=-2.93, Synergy_HSA=-3.39. (5) Drug 1: CC1=C2C(C(=O)C3(C(CC4C(C3C(C(C2(C)C)(CC1OC(=O)C(C(C5=CC=CC=C5)NC(=O)C6=CC=CC=C6)O)O)OC(=O)C7=CC=CC=C7)(CO4)OC(=O)C)O)C)OC(=O)C. Drug 2: CC1CCCC2(C(O2)CC(NC(=O)CC(C(C(=O)C(C1O)C)(C)C)O)C(=CC3=CSC(=N3)C)C)C. Cell line: HCC-2998. Synergy scores: CSS=49.8, Synergy_ZIP=-4.44, Synergy_Bliss=-9.32, Synergy_Loewe=-9.71, Synergy_HSA=-2.73.